Dataset: Catalyst prediction with 721,799 reactions and 888 catalyst types from USPTO. Task: Predict which catalyst facilitates the given reaction. (1) Reactant: [C:1]([O:5][C:6](=[O:20])[CH2:7][N:8]([CH2:13][C:14]1[CH:19]=[CH:18][CH:17]=[CH:16][CH:15]=1)[CH:9]([CH3:12])[CH2:10]O)([CH3:4])([CH3:3])[CH3:2].S(Cl)([Cl:23])=O.C(=O)(O)[O-].[Na+]. Product: [C:1]([O:5][C:6](=[O:20])[CH2:7][N:8]([CH2:13][C:14]1[CH:19]=[CH:18][CH:17]=[CH:16][CH:15]=1)[CH:9]([CH3:12])[CH2:10][Cl:23])([CH3:4])([CH3:3])[CH3:2]. The catalyst class is: 22. (2) Reactant: [CH3:1][C:2]1[CH:7]=[CH:6][C:5]([CH3:8])=[CH:4][C:3]=1[O:9][CH3:10].[Br:11]N1C(=O)CCC1=O. Product: [Br:11][C:6]1[CH:7]=[C:2]([CH3:1])[C:3]([O:9][CH3:10])=[CH:4][C:5]=1[CH3:8]. The catalyst class is: 3. (3) The catalyst class is: 118. Reactant: [CH:1]1([NH:4][C:5]([C:7]2[CH:11]=[CH:10][NH:9][CH:8]=2)=[O:6])[CH2:3][CH2:2]1.[H-].[Na+].[C:14]([C:18]1[N:22]([CH2:23][CH:24]2[CH2:29][CH2:28][O:27][CH2:26][CH2:25]2)[C:21]2[CH:30]=[CH:31][C:32]([S:34](Cl)(=[O:36])=[O:35])=[CH:33][C:20]=2[N:19]=1)([CH3:17])([CH3:16])[CH3:15]. Product: [C:14]([C:18]1[N:22]([CH2:23][CH:24]2[CH2:25][CH2:26][O:27][CH2:28][CH2:29]2)[C:21]2[CH:30]=[CH:31][C:32]([S:34]([N:9]3[CH:10]=[CH:11][C:7]([C:5]([NH:4][CH:1]4[CH2:3][CH2:2]4)=[O:6])=[CH:8]3)(=[O:35])=[O:36])=[CH:33][C:20]=2[N:19]=1)([CH3:17])([CH3:15])[CH3:16]. (4) Reactant: C([O:7][CH2:8][C@@H:9]([O:37][C:38]([CH3:41])([CH3:40])[CH3:39])[C:10]1[C:28]([CH3:29])=[CH:27][C:13]2[N:14]=[C:15]([C:17]3[CH:18]=[C:19]4[CH:25]=[N:24][N:23]([CH3:26])[C:20]4=[N:21][CH:22]=3)[S:16][C:12]=2[C:11]=1[C:30]1[CH:35]=[CH:34][C:33]([Cl:36])=[CH:32][CH:31]=1)(=O)C(C)(C)C.[OH-].[Na+]. Product: [C:38]([O:37][C@@H:9]([C:10]1[C:28]([CH3:29])=[CH:27][C:13]2[N:14]=[C:15]([C:17]3[CH:18]=[C:19]4[CH:25]=[N:24][N:23]([CH3:26])[C:20]4=[N:21][CH:22]=3)[S:16][C:12]=2[C:11]=1[C:30]1[CH:35]=[CH:34][C:33]([Cl:36])=[CH:32][CH:31]=1)[CH2:8][OH:7])([CH3:41])([CH3:39])[CH3:40]. The catalyst class is: 36. (5) Reactant: [NH2:1][C:2]1[N:7]=[C:6]([NH:8][C:9]2[CH:23]=[CH:22][C:12]([O:13][C:14]3[CH:19]=[CH:18][N:17]=[C:16]([C:20]#[N:21])[CH:15]=3)=[CH:11][CH:10]=2)[CH:5]=[C:4]([C:24]2[CH:29]=[CH:28][CH:27]=[CH:26][CH:25]=2)[N:3]=1.[CH2:30](N)[CH2:31][NH2:32].[S]. Product: [NH:21]1[CH2:30][CH2:31][N:32]=[C:20]1[C:16]1[CH:15]=[C:14]([O:13][C:12]2[CH:22]=[CH:23][C:9]([NH:8][C:6]3[CH:5]=[C:4]([C:24]4[CH:25]=[CH:26][CH:27]=[CH:28][CH:29]=4)[N:3]=[C:2]([NH2:1])[N:7]=3)=[CH:10][CH:11]=2)[CH:19]=[CH:18][N:17]=1. The catalyst class is: 3. (6) Reactant: C[Mg]Br.O1CCC[CH2:5]1.CON(C)[C:12]([C:14]1[CH:15]=[N:16][N:17]([CH3:31])[C:18]=1[CH2:19][O:20][C:21]1[CH:26]=[CH:25][C:24]([C:27]([F:30])([F:29])[F:28])=[CH:23][CH:22]=1)=[O:13].Cl. Product: [CH3:31][N:17]1[C:18]([CH2:19][O:20][C:21]2[CH:22]=[CH:23][C:24]([C:27]([F:28])([F:29])[F:30])=[CH:25][CH:26]=2)=[C:14]([C:12](=[O:13])[CH3:5])[CH:15]=[N:16]1. The catalyst class is: 6. (7) Reactant: O[CH:2]1[C:10]2[C:5](=[CH:6][CH:7]=[C:8]([CH3:11])[CH:9]=2)[CH2:4][CH:3]1[NH:12][C:13](=[O:17])[O:14][CH2:15][CH3:16].C([SiH](CC)CC)C. Product: [CH3:11][C:8]1[CH:9]=[C:10]2[C:5](=[CH:6][CH:7]=1)[CH2:4][CH:3]([NH:12][C:13](=[O:17])[O:14][CH2:15][CH3:16])[CH2:2]2. The catalyst class is: 325.